This data is from Peptide-MHC class II binding affinity with 134,281 pairs from IEDB. The task is: Regression. Given a peptide amino acid sequence and an MHC pseudo amino acid sequence, predict their binding affinity value. This is MHC class II binding data. The peptide sequence is MAAHKFMVAMFLAVA. The MHC is DRB1_0901 with pseudo-sequence DRB1_0901. The binding affinity (normalized) is 0.